The task is: Predict the reaction yield, written as a fraction of the theoretical maximum amount of product (1.0 means a 100% yield; for example, 0.34 means a 34% yield).. This data is from Reaction yield outcomes from USPTO patents with 853,638 reactions. (1) The reactants are [C:1]1([CH3:32])[CH:6]=[CH:5][C:4]([S:7]([N:10]2[CH2:19][CH:18]([C:20]3[CH:25]=[CH:24][C:23]([O:26][CH3:27])=[C:22]([O:28][CH3:29])[C:21]=3[CH2:30]O)[C:17]3[C:12](=[CH:13][CH:14]=[CH:15][CH:16]=3)[CH2:11]2)(=[O:9])=[O:8])=[CH:3][CH:2]=1. The catalyst is S(=O)(=O)(O)O. The product is [CH3:29][O:28][C:22]1[C:23]([O:26][CH3:27])=[CH:24][CH:25]=[C:20]2[C:21]=1[CH2:30][C:16]1[C:17]3[CH:18]2[CH2:19][N:10]([S:7]([C:4]2[CH:5]=[CH:6][C:1]([CH3:32])=[CH:2][CH:3]=2)(=[O:8])=[O:9])[CH2:11][C:12]=3[CH:13]=[CH:14][CH:15]=1. The yield is 0.820. (2) The reactants are [Br:1][C:2]1[CH:7]=[CH:6][N:5]=[C:4]([CH3:8])[CH:3]=1.[CH3:9][C:10]1[CH:19]=[CH:18][C:13]([C:14](OC)=[O:15])=[CH:12][CH:11]=1.C[Si](C)(C)N[Si](C)(C)C.[Li]. The catalyst is O1CCCC1.C(OCC)(=O)C.O. The product is [Br:1][C:2]1[CH:7]=[CH:6][N:5]=[C:4]([CH2:8][C:14]([C:13]2[CH:18]=[CH:19][C:10]([CH3:9])=[CH:11][CH:12]=2)=[O:15])[CH:3]=1. The yield is 0.610.